From a dataset of Catalyst prediction with 721,799 reactions and 888 catalyst types from USPTO. Predict which catalyst facilitates the given reaction. Reactant: [Cl:1][C:2]1[CH:7]=[CH:6][C:5]([S:8][C:9]2[C:17]3[C:12](=[N:13][CH:14]=[CH:15][CH:16]=3)[NH:11][C:10]=2[C:18]([OH:20])=O)=[CH:4][CH:3]=1.[NH2:21][C@H:22]1[CH2:27][CH2:26][C@H:25]([OH:28])[CH2:24][CH2:23]1.C(N(CC)C(C)C)(C)C.C1C=NC2N(O)N=NC=2C=1.C(Cl)CCl. Product: [Cl:1][C:2]1[CH:3]=[CH:4][C:5]([S:8][C:9]2[C:17]3[C:12](=[N:13][CH:14]=[CH:15][CH:16]=3)[NH:11][C:10]=2[C:18]([NH:21][C@H:22]2[CH2:27][CH2:26][C@H:25]([OH:28])[CH2:24][CH2:23]2)=[O:20])=[CH:6][CH:7]=1. The catalyst class is: 3.